From a dataset of Drug-target binding data from BindingDB using IC50 measurements. Regression. Given a target protein amino acid sequence and a drug SMILES string, predict the binding affinity score between them. We predict pIC50 (pIC50 = -log10(IC50 in M); higher means more potent). Dataset: bindingdb_ic50. (1) The compound is CCOc1cc(-c2ccc(N3CCC(CN4CCOCC4)(NC(=O)OC(C)C)CC3)nc2)c2c(C#N)cnn2c1. The target protein sequence is MAKATSGAAGLRLLLLLLLPLLGKVALGLYFSRDAYWEKLYVDQAAGTPLLYVHALRDAPEEVPSFRLGQHLYGTYRTRLHENNWICIQEDTGLLYLNRSLDHSSWEKLSVRNRGFPLLTVYLKVFLSPTSLREGECQWPGCARVYFSFFNTSFPACSSLKPRELCFPETRPSFRIRENRPPGTFHQFRLLPVQFLCPNISVAYRLLEGEGLPFRCAPDSLEVSTRWALDREQREKYELVAVCTVHAGAREEVVMVPFPVTVYDEDDSAPTFPAGVDTASAVVEFKRKEDTVVATLRVFDADVVPASGELVRRYTSTLLPGDTWAQQTFRVEHWPNETSVQANGSFVRATVHDYRLVLNRNLSISENRTMQLAVLVNDSDFQGPGAGVLLLHFNVSVLPVSLHLPSTYSLSVSRRARRFAQIGKVCVENCQAFSGINVQYKLHSSGANCSTLGVVTSAEDTSGILFVNDTKALRRPKCAELHYMVVATDQQTSRQAQAQL.... The pIC50 is 6.5. (2) The small molecule is CCOc1nc2cccc(C(=O)OC(C)OC(=O)OC3CCCCC3)c2n1Cc1ccc(-c2ccccc2-c2nnn[nH]2)cc1. The target protein (Q9UBT6) has sequence MDSTKEKCDSYKDDLLLRMGLNDNKAGMEGLDKEKINKIIMEATKGSRFYGNELKKEKQVNQRIENMMQQKAQITSQQLRKAQLQVDRFAMELEQSRNLSNTIVHIDMDAFYAAVEMRDNPELKDKPIAVGSMSMLSTSNYHARRFGVRAAMPGFIAKRLCPQLIIVPPNFDKYRAVSKEVKEILADYDPNFMAMSLDEAYLNITKHLEERQNWPEDKRRYFIKMGSSVENDNPGKEVNKLSEHERSISPLLFEESPSDVQPPGDPFQVNFEEQNNPQILQNSVVFGTSAQEVVKEIRFRIEQKTTLTASAGIAPNTMLAKVCSDKNKPNGQYQILPNRQAVMDFIKDLPIRKVSGIGKVTEKMLKALGIITCTELYQQRALLSLLFSETSWHYFLHISLGLGSTHLTRDGERKSMSVERTFSEINKAEEQYSLCQELCSELAQDLQKERLKGRTVTIKLKNVNFEVKTRASTVSSVVSTAEEIFAIAKELLKTEIDADF.... The pIC50 is 5.0. (3) The small molecule is Cn1c2nccc(C(N)=O)c2c2nc(CN3CCOCC3)nc(N3CCN(CCc4ccc(F)c(F)c4)CC3)c21. The target protein (P21447) has sequence MELEEDLKGRADKNFSKMGKKSKKEKKEKKPAVSVLTMFRYAGWLDRLYMLVGTLAAIIHGVALPLMMLIFGDMTDSFASVGNVSKNSTNMSEADKRAMFAKLEEEMTTYAYYYTGIGAGVLIVAYIQVSFWCLAAGRQIHKIRQKFFHAIMNQEIGWFDVHDVGELNTRLTDDVSKINEGIGDKIGMFFQAMATFFGGFIIGFTRGWKLTLVILAISPVLGLSAGIWAKILSSFTDKELHAYAKAGAVAEEVLAAIRTVIAFGGQKKELERYNNNLEEAKRLGIKKAITANISMGAAFLLIYASYALAFWYGTSLVISKEYSIGQVLTVFFSVLIGAFSVGQASPNIEAFANARGAAYEVFKIIDNKPSIDSFSKSGHKPDNIQGNLEFKNIHFSYPSRKEVQILKGLNLKVKSGQTVALVGNSGCGKSTTVQLMQRLYDPLDGMVSIDGQDIRTINVRYLREIIGVVSQEPVLFATTIAENIRYGREDVTMDEIEKAV.... The pIC50 is 5.7.